This data is from Catalyst prediction with 721,799 reactions and 888 catalyst types from USPTO. The task is: Predict which catalyst facilitates the given reaction. (1) Reactant: [NH2:1][C:2]1[CH:7]=[CH:6][C:5]([N:8]2[CH:13]=[CH:12][C:11]([O:14][CH2:15][C:16]3[CH:21]=[CH:20][C:19]([F:22])=[CH:18][CH:17]=3)=[CH:10][C:9]2=[O:23])=[CH:4][C:3]=1[NH:24][CH3:25].[CH3:26][C:27]1[N:28]=[CH:29][O:30][C:31]=1[C:32](O)=O.CN(C(ON1N=NC2C=CC=NC1=2)=[N+](C)C)C.F[P-](F)(F)(F)(F)F.C(N(CC)C(C)C)(C)C.C([O-])(O)=O.[Na+]. Product: [F:22][C:19]1[CH:18]=[CH:17][C:16]([CH2:15][O:14][C:11]2[CH:12]=[CH:13][N:8]([C:5]3[CH:6]=[CH:7][C:2]4[N:1]=[C:32]([C:31]5[O:30][CH:29]=[N:28][C:27]=5[CH3:26])[N:24]([CH3:25])[C:3]=4[CH:4]=3)[C:9](=[O:23])[CH:10]=2)=[CH:21][CH:20]=1. The catalyst class is: 3. (2) Reactant: [S:1]1[C:5]2[CH:6]=[CH:7][CH:8]=[CH:9][C:4]=2[N:3]=[C:2]1[C:10]1[C:11](=[O:133])[O:12][C:13]2[C:18]([CH:19]=1)=[CH:17][CH:16]=[C:15]([N:20]([CH2:24][C:25]1[N:26]=[N:27][N:28]([CH2:30][O:31][CH2:32][CH2:33][O:34][CH2:35][CH2:36][O:37][C:38]3[CH:39]=[C:40]([CH:54]=[C:55]([O:95][CH2:96][CH2:97][O:98][CH2:99][CH2:100][O:101][CH2:102][N:103]4[CH:107]=[C:106]([CH2:108][N:109]([C:113]5[CH:122]=[C:121]6[C:116]([CH:117]=[C:118]([C:124]7[S:125][C:126]8[CH:132]=[CH:131][CH:130]=[CH:129][C:127]=8[N:128]=7)[C:119](=[O:123])[O:120]6)=[CH:115][CH:114]=5)[CH:110]([CH3:112])[CH3:111])[N:105]=[N:104]4)[C:56]=3[O:57][CH2:58][CH2:59][O:60][CH2:61][CH2:62][O:63][CH2:64][N:65]3[CH:69]=[C:68]([CH2:70][N:71]([C:75]4[CH:84]=[C:83]5[C:78]([CH:79]=[C:80]([C:86]6[S:87][C:88]7[CH:94]=[CH:93][CH:92]=[CH:91][C:89]=7[N:90]=6)[C:81](=[O:85])[O:82]5)=[CH:77][CH:76]=4)[CH:72]([CH3:74])[CH3:73])[N:67]=[N:66]3)[C:41]([NH:43][CH2:44][C:45]3[CH:53]=[CH:52][C:48]([C:49]([OH:51])=[O:50])=[CH:47][CH:46]=3)=[O:42])[CH:29]=1)[CH:21]([CH3:23])[CH3:22])[CH:14]=2.O[N:135]1[C:139](=[O:140])[CH2:138][CH2:137][C:136]1=[O:141].CCN=C=NCCCN(C)C. Product: [S:1]1[C:5]2[CH:6]=[CH:7][CH:8]=[CH:9][C:4]=2[N:3]=[C:2]1[C:10]1[C:11](=[O:133])[O:12][C:13]2[C:18]([CH:19]=1)=[CH:17][CH:16]=[C:15]([N:20]([CH2:24][C:25]1[N:26]=[N:27][N:28]([CH2:30][O:31][CH2:32][CH2:33][O:34][CH2:35][CH2:36][O:37][C:38]3[CH:39]=[C:40]([CH:54]=[C:55]([O:95][CH2:96][CH2:97][O:98][CH2:99][CH2:100][O:101][CH2:102][N:103]4[CH:107]=[C:106]([CH2:108][N:109]([C:113]5[CH:122]=[C:121]6[C:116]([CH:117]=[C:118]([C:124]7[S:125][C:126]8[CH:132]=[CH:131][CH:130]=[CH:129][C:127]=8[N:128]=7)[C:119](=[O:123])[O:120]6)=[CH:115][CH:114]=5)[CH:110]([CH3:112])[CH3:111])[N:105]=[N:104]4)[C:56]=3[O:57][CH2:58][CH2:59][O:60][CH2:61][CH2:62][O:63][CH2:64][N:65]3[CH:69]=[C:68]([CH2:70][N:71]([C:75]4[CH:84]=[C:83]5[C:78]([CH:79]=[C:80]([C:86]6[S:87][C:88]7[CH:94]=[CH:93][CH:92]=[CH:91][C:89]=7[N:90]=6)[C:81](=[O:85])[O:82]5)=[CH:77][CH:76]=4)[CH:72]([CH3:74])[CH3:73])[N:67]=[N:66]3)[C:41]([NH:43][CH2:44][C:45]3[CH:46]=[CH:47][C:48]([C:49]([O:51][N:135]4[C:139](=[O:140])[CH2:138][CH2:137][C:136]4=[O:141])=[O:50])=[CH:52][CH:53]=3)=[O:42])[CH:29]=1)[CH:21]([CH3:23])[CH3:22])[CH:14]=2. The catalyst class is: 2. (3) The catalyst class is: 4. Reactant: [I-].ClC1C=CC=C[N+]=1C.[CH3:10][O:11][C:12]1[CH:23]=[CH:22][C:15]([C:16]([NH:18][C:19](=[O:21])[CH3:20])=S)=[CH:14][CH:13]=1.Cl.Cl.[NH2:26][CH:27]([CH2:40][CH:41]1[CH2:46][CH2:45][CH2:44][CH2:43][CH2:42]1)[C:28]([NH:30][C:31]1([C:38]#[N:39])[CH2:36][CH2:35][N:34]([CH3:37])[CH2:33][CH2:32]1)=[O:29].C(N(CC)C(C)C)(C)C. Product: [C:19]([N:18]=[C:16]([NH:26][CH:27]([CH2:40][CH:41]1[CH2:42][CH2:43][CH2:44][CH2:45][CH2:46]1)[C:28]([NH:30][C:31]1([C:38]#[N:39])[CH2:32][CH2:33][N:34]([CH3:37])[CH2:35][CH2:36]1)=[O:29])[C:15]1[CH:22]=[CH:23][C:12]([O:11][CH3:10])=[CH:13][CH:14]=1)(=[O:21])[CH3:20]. (4) Reactant: C([O:4][CH2:5][C@H:6]1[CH2:11][C@@H:10]([O:12]C(=O)C)[CH2:9][CH2:8][C@@:7]1([C@H:17]1[CH2:25][CH2:24][C:23]2[C@:22]([CH3:32])([C:26]3[CH:31]=[CH:30][CH:29]=[CH:28][CH:27]=3)[C@H:21]([OH:33])[CH2:20][C:19]=2[C@@H:18]1[CH2:34][NH:35]C(=O)C(F)(F)F)[CH3:16])(=O)C.C(=O)([O-])[O-].[K+].[K+]. Product: [NH2:35][CH2:34][C@@H:18]1[C@@H:17]([C@@:7]2([CH3:16])[CH2:8][CH2:9][C@H:10]([OH:12])[CH2:11][C@@H:6]2[CH2:5][OH:4])[CH2:25][CH2:24][C:23]2[C@:22]([CH3:32])([C:26]3[CH:27]=[CH:28][CH:29]=[CH:30][CH:31]=3)[C@H:21]([OH:33])[CH2:20][C:19]1=2. The catalyst class is: 24. (5) The catalyst class is: 5. Reactant: F[C:2]1[CH:3]=[C:4]([C:8](=O)[CH2:9][CH2:10][CH3:11])[CH:5]=[CH:6][CH:7]=1.C([O-])(=O)C.[NH4+:17].C([BH3-])#N.[Na+].[ClH:22]. Product: [Cl:22][C:2]1[CH:3]=[C:4]([CH:8]([NH2:17])[CH2:9][CH2:10][CH3:11])[CH:5]=[CH:6][CH:7]=1.